Dataset: Reaction yield outcomes from USPTO patents with 853,638 reactions. Task: Predict the reaction yield, written as a fraction of the theoretical maximum amount of product (1.0 means a 100% yield; for example, 0.34 means a 34% yield). The reactants are [CH3:1][N:2]([C@@H:7]([C:9]1[O:10][C:11]2[CH:18]=[CH:17][CH:16]=[CH:15][C:12]=2[C:13]=1[CH3:14])[CH3:8])[C:3](=[O:6])[CH:4]=[CH2:5].Br[C:20]1[CH:33]=[N:32][C:23]2[NH:24][C:25](=[O:31])[C:26]([CH3:30])([CH3:29])[CH2:27][O:28][C:22]=2[CH:21]=1.CCN(C(C)C)C(C)C. The catalyst is C(C#N)C.CN(C=O)C.CC([O-])=O.CC([O-])=O.[Pd+2]. The product is [CH3:29][C:26]1([CH3:30])[C:25](=[O:31])[NH:24][C:23]2[N:32]=[CH:33][C:20]([CH:5]=[CH:4][C:3]([N:2]([CH3:1])[C@@H:7]([C:9]3[O:10][C:11]4[CH:18]=[CH:17][CH:16]=[CH:15][C:12]=4[C:13]=3[CH3:14])[CH3:8])=[O:6])=[CH:21][C:22]=2[O:28][CH2:27]1. The yield is 0.260.